Task: Predict the reactants needed to synthesize the given product.. Dataset: Full USPTO retrosynthesis dataset with 1.9M reactions from patents (1976-2016) Given the product [Cl:25][C:26]1[N:30]2[CH:31]=[C:32]([C:39]3[O:40][CH:41]=[CH:42][CH:43]=3)[CH:33]=[C:34]([C:35]([F:36])([F:38])[F:37])[C:29]2=[N:28][C:27]=1[C:44]([N:55]1[CH2:56][CH2:57][C:53]([OH:58])([C:47]2[CH:52]=[CH:51][CH:50]=[CH:49][CH:48]=2)[CH2:54]1)=[O:45], predict the reactants needed to synthesize it. The reactants are: CN(C(ON1N=NC2C=CC=NC1=2)=[N+](C)C)C.F[P-](F)(F)(F)(F)F.[Cl:25][C:26]1[N:30]2[CH:31]=[C:32]([C:39]3[O:40][CH:41]=[CH:42][CH:43]=3)[CH:33]=[C:34]([C:35]([F:38])([F:37])[F:36])[C:29]2=[N:28][C:27]=1[C:44](O)=[O:45].[C:47]1([C:53]2([OH:58])[CH2:57][CH2:56][NH:55][CH2:54]2)[CH:52]=[CH:51][CH:50]=[CH:49][CH:48]=1.